From a dataset of Full USPTO retrosynthesis dataset with 1.9M reactions from patents (1976-2016). Predict the reactants needed to synthesize the given product. (1) Given the product [NH:29]1[C:30]2[CH:35]=[CH:34][N:33]=[CH:32][C:31]=2[C:27]([CH2:26][O:25][CH2:24][CH:21]2[CH2:20][CH2:19][C:18]([CH2:14][CH2:15][CH2:16][CH3:17])([N:43]([CH3:45])[CH3:44])[CH2:23][CH2:22]2)=[CH:28]1, predict the reactants needed to synthesize it. The reactants are: O.[F-].C([N+](C)(C)C)C1C=CC=CC=1.[CH2:14]([C:18]1([N:43]([CH3:45])[CH3:44])[CH2:23][CH2:22][CH:21]([CH2:24][O:25][CH2:26][C:27]2[C:31]3[CH:32]=[N:33][CH:34]=[CH:35][C:30]=3[NH:29][C:28]=2[Si](CC)(CC)CC)[CH2:20][CH2:19]1)[CH2:15][CH2:16][CH3:17]. (2) Given the product [CH2:4]([CH:3]([N:6]1[C:10]2[N:11]=[C:12]([NH:15][C:16]3[CH:17]=[CH:18][C:19]([N:22]4[CH2:23][CH2:24][NH:25][CH2:26][CH2:27]4)=[CH:20][CH:21]=3)[N:13]=[CH:14][C:9]=2[CH:8]=[C:7]1[CH:31]([O:33][CH3:35])[CH3:32])[CH2:1][CH3:2])[CH3:5], predict the reactants needed to synthesize it. The reactants are: [CH2:1]([CH:3]([N:6]1[C:10]2[N:11]=[C:12]([NH:15][C:16]3[CH:21]=[CH:20][C:19]([N:22]4[CH2:27][CH2:26][N:25](C(=O)C)[CH2:24][CH2:23]4)=[CH:18][CH:17]=3)[N:13]=[CH:14][C:9]=2[CH:8]=[C:7]1[CH:31]([OH:33])[CH3:32])[CH2:4][CH3:5])[CH3:2].Cl.[CH3:35]O.